From a dataset of Reaction yield outcomes from USPTO patents with 853,638 reactions. Predict the reaction yield, written as a fraction of the theoretical maximum amount of product (1.0 means a 100% yield; for example, 0.34 means a 34% yield). The reactants are [C:1]([C:4]1[C:9](=[O:10])[C:8]([CH3:11])=[CH:7][N:6]([C:12]2[CH:17]=[CH:16][CH:15]=[C:14]([C:18]([F:21])([F:20])[F:19])[CH:13]=2)[N:5]=1)(=[O:3])[CH3:2].CO[CH:24](OC)[N:25]([CH3:27])[CH3:26]. No catalyst specified. The product is [CH3:24][N:25]([CH3:27])[CH:26]=[CH:2][C:1]([C:4]1[C:9](=[O:10])[C:8]([CH3:11])=[CH:7][N:6]([C:12]2[CH:17]=[CH:16][CH:15]=[C:14]([C:18]([F:20])([F:21])[F:19])[CH:13]=2)[N:5]=1)=[O:3]. The yield is 0.870.